From a dataset of Full USPTO retrosynthesis dataset with 1.9M reactions from patents (1976-2016). Predict the reactants needed to synthesize the given product. Given the product [C:36]([CH2:35][NH:34][C:6](=[O:7])[C@@H:5]([NH:9][C@@H:10]([C:15]1[CH:20]=[CH:19][C:18]([C:21]2[CH:22]=[CH:23][C:24]([S:27]([CH3:30])(=[O:29])=[O:28])=[CH:25][CH:26]=2)=[CH:17][CH:16]=1)[C:11]([F:12])([F:14])[F:13])[CH2:4][CH2:3][C:2]([F:1])([F:32])[F:31])#[N:37], predict the reactants needed to synthesize it. The reactants are: [F:1][C:2]([F:32])([F:31])[CH2:3][CH2:4][C@H:5]([NH:9][C@@H:10]([C:15]1[CH:20]=[CH:19][C:18]([C:21]2[CH:26]=[CH:25][C:24]([S:27]([CH3:30])(=[O:29])=[O:28])=[CH:23][CH:22]=2)=[CH:17][CH:16]=1)[C:11]([F:14])([F:13])[F:12])[C:6](O)=[O:7].Cl.[NH2:34][CH2:35][C:36]#[N:37].CN(C(ON1N=NC2C=CC=NC1=2)=[N+](C)C)C.F[P-](F)(F)(F)(F)F.C(N(C(C)C)CC)(C)C.